This data is from Reaction yield outcomes from USPTO patents with 853,638 reactions. The task is: Predict the reaction yield, written as a fraction of the theoretical maximum amount of product (1.0 means a 100% yield; for example, 0.34 means a 34% yield). (1) The reactants are [C:1]([O-:4])(O)=O.[Na+].BrC[C:8]1[CH:13]=[CH:12][C:11]([I:14])=[CH:10][C:9]=1[N+:15]([O-:17])=[O:16]. The catalyst is CS(C)=O.O. The product is [I:14][C:11]1[CH:12]=[CH:13][C:8]([CH:1]=[O:4])=[C:9]([N+:15]([O-:17])=[O:16])[CH:10]=1. The yield is 0.610. (2) The reactants are [OH-].[Na+].C([O:5][C:6]([C:8]1[CH:12]=[C:11]([CH2:13][CH:14]([C:16]2[CH:21]=[CH:20][CH:19]=[CH:18][CH:17]=2)[CH3:15])[NH:10][N:9]=1)=[O:7])C. The catalyst is CO. The product is [C:16]1([CH:14]([CH3:15])[CH2:13][C:11]2[NH:10][N:9]=[C:8]([C:6]([OH:7])=[O:5])[CH:12]=2)[CH:17]=[CH:18][CH:19]=[CH:20][CH:21]=1. The yield is 0.683.